From a dataset of Catalyst prediction with 721,799 reactions and 888 catalyst types from USPTO. Predict which catalyst facilitates the given reaction. Reactant: [CH:1]([NH2:4])([CH3:3])[CH3:2].C[Al](C)C.C[O:10][C:11](=O)[C:12]1[CH:17]=[CH:16][C:15]([O:18][CH2:19][C:20]2[N:21]([CH3:31])[N:22]=[N:23][C:24]=2[C:25]2[CH:30]=[CH:29][CH:28]=[CH:27][CH:26]=2)=[N:14][CH:13]=1. Product: [CH:1]([NH:4][C:11](=[O:10])[C:12]1[CH:17]=[CH:16][C:15]([O:18][CH2:19][C:20]2[N:21]([CH3:31])[N:22]=[N:23][C:24]=2[C:25]2[CH:26]=[CH:27][CH:28]=[CH:29][CH:30]=2)=[N:14][CH:13]=1)([CH3:3])[CH3:2]. The catalyst class is: 12.